Regression. Given a peptide amino acid sequence and an MHC pseudo amino acid sequence, predict their binding affinity value. This is MHC class II binding data. From a dataset of Peptide-MHC class II binding affinity with 134,281 pairs from IEDB. The peptide sequence is WHKEGSSIGKLFTQT. The MHC is DRB1_0404 with pseudo-sequence DRB1_0404. The binding affinity (normalized) is 0.0896.